From a dataset of Forward reaction prediction with 1.9M reactions from USPTO patents (1976-2016). Predict the product of the given reaction. Given the reactants [Br:1][C:2]1[CH:3]=[CH:4][C:5](=[O:8])[NH:6][CH:7]=1.[H-].[Na+].BrC(C)COC1C2C(=CC(OC)=CC=2)N=CC=1.Br[CH2:29][CH:30]([O:32][C:33]1[C:42]2[C:37](=[CH:38][C:39]([O:43][CH3:44])=[CH:40][CH:41]=2)[N:36]=[CH:35][CH:34]=1)[CH3:31], predict the reaction product. The product is: [Br:1][C:2]1[CH:3]=[CH:4][C:5](=[O:8])[N:6]([CH2:31][CH:30]([O:32][C:33]2[C:42]3[C:37](=[CH:38][C:39]([O:43][CH3:44])=[CH:40][CH:41]=3)[N:36]=[CH:35][CH:34]=2)[CH3:29])[CH:7]=1.